Dataset: Peptide-MHC class I binding affinity with 185,985 pairs from IEDB/IMGT. Task: Regression. Given a peptide amino acid sequence and an MHC pseudo amino acid sequence, predict their binding affinity value. This is MHC class I binding data. (1) The MHC is Mamu-A2601 with pseudo-sequence Mamu-A2601. The binding affinity (normalized) is 0. The peptide sequence is RSATETLAG. (2) The peptide sequence is IVTRIVELL. The MHC is HLA-A11:01 with pseudo-sequence HLA-A11:01. The binding affinity (normalized) is 0. (3) The MHC is Mamu-A07 with pseudo-sequence Mamu-A07. The binding affinity (normalized) is 0.223. The peptide sequence is WHSLIKYLK. (4) The peptide sequence is AFHHMAREL. The MHC is HLA-A11:01 with pseudo-sequence HLA-A11:01. The binding affinity (normalized) is 0. (5) The peptide sequence is YANMWSLMY. The MHC is HLA-A80:01 with pseudo-sequence HLA-A80:01. The binding affinity (normalized) is 0.703. (6) The peptide sequence is LAILIWMYY. The MHC is HLA-B15:01 with pseudo-sequence HLA-B15:01. The binding affinity (normalized) is 0.124. (7) The peptide sequence is YLDMVLAFL. The MHC is BoLA-T2C with pseudo-sequence BoLA-T2C. The binding affinity (normalized) is 0.470. (8) The peptide sequence is YRHDGGNVL. The MHC is HLA-A02:01 with pseudo-sequence HLA-A02:01. The binding affinity (normalized) is 0.